From a dataset of Forward reaction prediction with 1.9M reactions from USPTO patents (1976-2016). Predict the product of the given reaction. (1) Given the reactants C[C:2]([C:5]1[C:10](O)=[C:9](C(C)(C)C)C=C(CCC(OCC(COC(CC[C:71]2[CH:76]=[C:75]([C:77]([CH3:80])(C)C)[C:74](O)=[C:73]([C:82](C)(C)C)[CH:72]=2)=O)(COC([CH2:3][CH2:2][C:5]2C=C(C(C)(C)C)C(O)=[C:9](C(C)(C)C)[CH:10]=2)=O)COC([CH2:80][CH2:77][C:75]2[CH:76]=[C:71](C(C)(C)C)[C:72](O)=[C:73]([C:82](C)(C)C)[CH:74]=2)=O)=O)C=1)(C)[CH3:3].[CH3:86][C:87]([C:90]1C=CC(OP(O[C:91]2[CH:92]=CC(C(C)(C)C)=C[C:90]=2[C:87](C)(C)[CH3:86])O[C:91]2[CH:92]=CC(C(C)(C)C)=C[C:90]=2[C:87](C)(C)[CH3:86])=[C:92](C(C)(C)C)[CH:91]=1)(C)C.[Cl-].C([Al+]CC)C, predict the reaction product. The product is: [CH2:2]1[CH:5]2[CH:10]3[CH:86]=[CH:87][CH:90]([CH:91]2[CH:92]=[CH:3]1)[CH2:9]3.[CH:77](=[C:75]1[CH2:74][CH:73]2[CH2:82][CH:76]1[CH:71]=[CH:72]2)[CH3:80]. (2) Given the reactants [O:1]1[CH:5]=[CH:4][CH:3]=[C:2]1[C:6]1[CH:35]=[CH:34][C:9]([C:10]([N:12]([CH2:16][C:17]2[CH:33]=[CH:32][CH:31]=[CH:30][C:18]=2[O:19][CH2:20][CH2:21][CH2:22][O:23][CH2:24][C:25]([O:27]CC)=[O:26])[CH:13]([CH3:15])[CH3:14])=[O:11])=[CH:8][CH:7]=1.O.[OH-].[Li+], predict the reaction product. The product is: [O:1]1[CH:5]=[CH:4][CH:3]=[C:2]1[C:6]1[CH:7]=[CH:8][C:9]([C:10]([N:12]([CH2:16][C:17]2[CH:33]=[CH:32][CH:31]=[CH:30][C:18]=2[O:19][CH2:20][CH2:21][CH2:22][O:23][CH2:24][C:25]([OH:27])=[O:26])[CH:13]([CH3:14])[CH3:15])=[O:11])=[CH:34][CH:35]=1. (3) Given the reactants [NH2:1][C:2]1[CH:7]=[C:6]([C:8]2[O:9][CH:10]=[C:11]([C:13]([O:15][CH2:16][CH3:17])=[O:14])[N:12]=2)[CH:5]=[CH:4][N:3]=1.[C:18](O[C:18]([O:20][C:21]([CH3:24])([CH3:23])[CH3:22])=[O:19])([O:20][C:21]([CH3:24])([CH3:23])[CH3:22])=[O:19], predict the reaction product. The product is: [C:21]([O:20][C:18]([NH:1][C:2]1[CH:7]=[C:6]([C:8]2[O:9][CH:10]=[C:11]([C:13]([O:15][CH2:16][CH3:17])=[O:14])[N:12]=2)[CH:5]=[CH:4][N:3]=1)=[O:19])([CH3:24])([CH3:23])[CH3:22]. (4) Given the reactants [CH2:1]([O:3][C:4]([C:6]1[N:7]([C:24]2[CH:29]=[CH:28][C:27]([O:30][CH:31]([CH3:33])[CH3:32])=[CH:26][CH:25]=2)[C:8]2[C:13]([C:14]=1I)=[CH:12][C:11]([O:16][CH2:17][C:18]1[CH:23]=[CH:22][CH:21]=[CH:20][CH:19]=1)=[CH:10][CH:9]=2)=[O:5])[CH3:2].CC([O-])=O.[Na+].[C:39](#[N:42])[CH:40]=[CH2:41].CCN(CC)CC, predict the reaction product. The product is: [CH2:1]([O:3][C:4]([C:6]1[N:7]([C:24]2[CH:29]=[CH:28][C:27]([O:30][CH:31]([CH3:33])[CH3:32])=[CH:26][CH:25]=2)[C:8]2[C:13]([C:14]=1[CH:41]=[CH:40][C:39]#[N:42])=[CH:12][C:11]([O:16][CH2:17][C:18]1[CH:23]=[CH:22][CH:21]=[CH:20][CH:19]=1)=[CH:10][CH:9]=2)=[O:5])[CH3:2]. (5) Given the reactants [OH:1][C:2]1[CH:3]=[C:4]2[C:8](=[CH:9][CH:10]=1)[N:7]([CH2:11][C:12]([O:14][C:15]([CH3:18])([CH3:17])[CH3:16])=[O:13])[N:6]=[C:5]2I.O.[CH3:21][N:22](C=O)C, predict the reaction product. The product is: [C:21]([C:5]1[C:4]2[C:8](=[CH:9][CH:10]=[C:2]([OH:1])[CH:3]=2)[N:7]([CH2:11][C:12]([O:14][C:15]([CH3:18])([CH3:17])[CH3:16])=[O:13])[N:6]=1)#[N:22]. (6) The product is: [OH:6][CH:5]([CH2:4][OH:3])[CH2:7][O:8][NH:9][C:10](=[O:28])[C:11]1[CH:16]=[CH:15][C:14]([F:17])=[C:13]([F:18])[C:12]=1[NH:19][C:20]1[CH:25]=[CH:24][C:23]([I:26])=[CH:22][C:21]=1[F:27]. Given the reactants CC1(C)[O:6][CH:5]([CH2:7][O:8][NH:9][C:10](=[O:28])[C:11]2[CH:16]=[CH:15][C:14]([F:17])=[C:13]([F:18])[C:12]=2[NH:19][C:20]2[CH:25]=[CH:24][C:23]([I:26])=[CH:22][C:21]=2[F:27])[CH2:4][O:3]1.C1(C)C=CC(S(O)(=O)=O)=CC=1, predict the reaction product.